This data is from Forward reaction prediction with 1.9M reactions from USPTO patents (1976-2016). The task is: Predict the product of the given reaction. (1) Given the reactants [CH2:1]([C@H:8]([NH:29][C:30](=[O:36])[O:31][C:32]([CH3:35])([CH3:34])[CH3:33])[C:9](=[O:28])[N:10]1[C:18]2[C:13](=[CH:14][C:15](B3OC(C)(C)C(C)(C)O3)=[CH:16][CH:17]=2)[CH2:12][CH2:11]1)[C:2]1[CH:7]=[CH:6][CH:5]=[CH:4][CH:3]=1.Cl[C:38]1[CH:43]=[CH:42][N:41]=[C:40]([NH2:44])[N:39]=1.C(=O)([O-])[O-].[Na+].[Na+].O, predict the reaction product. The product is: [C:32]([O:31][C:30](=[O:36])[NH:29][C@@H:8]([CH2:1][C:2]1[CH:7]=[CH:6][CH:5]=[CH:4][CH:3]=1)[C:9]([N:10]1[C:18]2[C:13](=[CH:14][C:15]([C:38]3[CH:43]=[CH:42][N:41]=[C:40]([NH2:44])[N:39]=3)=[CH:16][CH:17]=2)[CH2:12][CH2:11]1)=[O:28])([CH3:34])([CH3:35])[CH3:33]. (2) Given the reactants [CH:1]1([CH2:4][N:5]2[CH2:14][CH2:13][C:12]3[C:11]([NH2:15])=[CH:10][C:9]([C:16]([F:19])([F:18])[F:17])=[CH:8][C:7]=3[CH2:6]2)[CH2:3][CH2:2]1.O.[C:21]([OH:25])(=[O:24])[CH:22]=O.[BH3-]C#N.[Na+].O, predict the reaction product. The product is: [CH:1]1([CH2:4][N:5]2[CH2:14][CH2:13][C:12]3[C:7](=[CH:8][C:9]([C:16]([F:19])([F:17])[F:18])=[CH:10][C:11]=3[NH:15][CH2:22][C:21]([OH:25])=[O:24])[CH2:6]2)[CH2:3][CH2:2]1. (3) Given the reactants [F:1][C:2]([F:34])([F:33])[C:3]1[CH:4]=[C:5]([C@@H:13]2[C:17]3([CH2:19][CH2:18]3)[N:16]([CH2:20][C:21]3[C:26](Cl)=[CH:25][CH:24]=[C:23]([C:28]([F:31])([F:30])[F:29])[N:22]=3)[C:15](=[O:32])[O:14]2)[CH:6]=[C:7]([C:9]([F:12])([F:11])[F:10])[CH:8]=1.[CH3:35][O:36][C:37]1[CH:42]=[CH:41][C:40]([C@H:43]2[CH2:46][C@H:45]([C:47]([O:49][CH3:50])=[O:48])[CH2:44]2)=[CH:39][C:38]=1B1OC(C)(C)C(C)(C)O1.C(=O)([O-])[O-].[K+].[K+], predict the reaction product. The product is: [F:1][C:2]([F:34])([F:33])[C:3]1[CH:4]=[C:5]([C@@H:13]2[C:17]3([CH2:19][CH2:18]3)[N:16]([CH2:20][C:21]3[C:26]([C:42]4[CH:41]=[C:40]([C@H:43]5[CH2:44][C@H:45]([C:47]([O:49][CH3:50])=[O:48])[CH2:46]5)[CH:39]=[CH:38][C:37]=4[O:36][CH3:35])=[CH:25][CH:24]=[C:23]([C:28]([F:31])([F:30])[F:29])[N:22]=3)[C:15](=[O:32])[O:14]2)[CH:6]=[C:7]([C:9]([F:12])([F:11])[F:10])[CH:8]=1. (4) Given the reactants [C:1]1([CH:11]([C:17](=O)C)[C:12](OCC)=O)[C:10]2[C:5](=[CH:6][CH:7]=[CH:8][CH:9]=2)[CH:4]=[CH:3][CH:2]=1.[OH2:20].[NH2:21][NH2:22].[CH2:23](O)C, predict the reaction product. The product is: [CH3:23][N:21]1[CH:12]=[C:11]([C:1]2[C:10]3[C:5](=[CH:6][CH:7]=[CH:8][CH:9]=3)[CH:4]=[CH:3][CH:2]=2)[C:17]([OH:20])=[N:22]1. (5) Given the reactants Br[C:2]1[CH:3]=[N:4][C:5]([N:8]2[CH2:13][CH2:12][CH:11]([O:14][C:15]3[CH:20]=[CH:19][N:18]([C:21]4[CH:26]=[CH:25][C:24]([S:27]([CH3:30])(=[O:29])=[O:28])=[CH:23][CH:22]=4)[C:17](=[O:31])[CH:16]=3)[CH2:10][CH2:9]2)=[N:6][CH:7]=1.C(=O)([O-])[O-].[K+].[K+].[CH2:38]=[C:39](B(O)O)[CH3:40], predict the reaction product. The product is: [CH3:30][S:27]([C:24]1[CH:25]=[CH:26][C:21]([N:18]2[CH:19]=[CH:20][C:15]([O:14][CH:11]3[CH2:12][CH2:13][N:8]([C:5]4[N:4]=[CH:3][C:2]([C:39]([CH3:40])=[CH2:38])=[CH:7][N:6]=4)[CH2:9][CH2:10]3)=[CH:16][C:17]2=[O:31])=[CH:22][CH:23]=1)(=[O:29])=[O:28]. (6) The product is: [O:9]1[CH2:10][CH2:11][O:7][CH:8]1[CH2:12]/[CH:13]=[CH:33]/[C:35]1[CH:36]=[C:37]2[C:41](=[CH:42][CH:43]=1)[N:40]([C:44]([O:46][C:47]([CH3:50])([CH3:49])[CH3:48])=[O:45])[CH:39]=[CH:38]2. Given the reactants C([Li])CCC.[Br-].[O:7]1[CH2:11][CH2:10][O:9][CH:8]1[CH2:12][CH2:13][P+](C1C=CC=CC=1)(C1C=CC=CC=1)C1C=CC=CC=1.[CH:33]([C:35]1[CH:36]=[C:37]2[C:41](=[CH:42][CH:43]=1)[N:40]([C:44]([O:46][C:47]([CH3:50])([CH3:49])[CH3:48])=[O:45])[CH:39]=[CH:38]2)=O, predict the reaction product. (7) Given the reactants [CH:1]1([C:7]2[C:15]3[C:10](=[CH:11][N:12]=[CH:13][CH:14]=3)[NH:9][C:8]=2[C:16]2[CH:21]=[CH:20][CH:19]=[CH:18][CH:17]=2)[CH2:6][CH2:5][CH2:4][CH2:3][CH2:2]1.Cl[CH2:23][C:24]1[O:28][N:27]=[C:26]([C:29]2[CH:34]=[CH:33][C:32]([F:35])=[CH:31][C:30]=2[C:36]([F:39])([F:38])[F:37])[CH:25]=1.[OH-].[Na+].C(N(CC)CC)C, predict the reaction product. The product is: [CH:1]1([C:7]2[C:8]([C:16]3[CH:21]=[CH:20][CH:19]=[CH:18][CH:17]=3)=[N:9][C:10]3[C:15]=2[CH:14]=[CH:13][N:12]([CH2:23][C:24]2[O:28][N:27]=[C:26]([C:29]4[CH:34]=[CH:33][C:32]([F:35])=[CH:31][C:30]=4[C:36]([F:39])([F:37])[F:38])[CH:25]=2)[CH:11]=3)[CH2:2][CH2:3][CH2:4][CH2:5][CH2:6]1.